From a dataset of Catalyst prediction with 721,799 reactions and 888 catalyst types from USPTO. Predict which catalyst facilitates the given reaction. Reactant: C[O:2][C:3](=[O:23])[C:4]1[C:5](=[C:10]([O:14][CH2:15][C:16]2[CH:21]=[CH:20][CH:19]=[C:18]([Cl:22])[CH:17]=2)[CH:11]=[CH:12][CH:13]=1)[C:6]([O:8]C)=[O:7]. Product: [Cl:22][C:18]1[CH:17]=[C:16]([CH:21]=[CH:20][CH:19]=1)[CH2:15][O:14][C:10]1[CH:11]=[CH:12][CH:13]=[C:4]([C:3]([OH:23])=[O:2])[C:5]=1[C:6]([OH:8])=[O:7]. The catalyst class is: 74.